This data is from Full USPTO retrosynthesis dataset with 1.9M reactions from patents (1976-2016). The task is: Predict the reactants needed to synthesize the given product. Given the product [ClH:22].[OH:15][C:10]1([C:12]([OH:14])=[O:13])[CH2:11][NH:8][CH2:9]1, predict the reactants needed to synthesize it. The reactants are: C1(C(C2C=CC=CC=2)[N:8]2[CH2:11][C:10]([OH:15])([C:12]([OH:14])=[O:13])[CH2:9]2)C=CC=CC=1.[ClH:22].O1CCOCC1.[H][H].